This data is from Full USPTO retrosynthesis dataset with 1.9M reactions from patents (1976-2016). The task is: Predict the reactants needed to synthesize the given product. (1) Given the product [F:27][C:28]1([F:32])[CH2:31][N:30]([C:19]([C:18]([NH:17][C:15]([C:7]2[CH:6]=[CH:5][C:4]([CH:1]3[CH2:3][CH2:2]3)=[C:9]([O:10][CH2:11][CH:12]3[CH2:14][CH2:13]3)[N:8]=2)=[O:16])([CH2:24][CH3:25])[CH2:22][CH3:23])=[O:21])[CH2:29]1, predict the reactants needed to synthesize it. The reactants are: [CH:1]1([C:4]2[CH:5]=[CH:6][C:7]([C:15]([NH:17][C:18]([CH2:24][CH3:25])([CH2:22][CH3:23])[C:19]([OH:21])=O)=[O:16])=[N:8][C:9]=2[O:10][CH2:11][CH:12]2[CH2:14][CH2:13]2)[CH2:3][CH2:2]1.Cl.[F:27][C:28]1([F:32])[CH2:31][NH:30][CH2:29]1. (2) Given the product [CH2:12]([O:15][C:16]1[C:43]([C:44]([F:46])([F:47])[F:45])=[CH:42][CH:41]=[C:18]([CH2:19][O:20][C:21]2[CH:22]=[CH:23][C:24]([C:27]3[CH:32]=[CH:31][C:30]([CH2:33][C:34]([O:36][CH2:37][CH:38]=[CH2:39])=[O:35])=[C:29]([F:40])[CH:28]=3)=[CH:25][CH:26]=2)[C:17]=1[C:48]([O:57][C:51]([CH3:53])([CH3:52])[CH3:50])=[O:49])[CH:13]=[CH2:14], predict the reactants needed to synthesize it. The reactants are: Cl([O-])=O.[Na+].O.P([O-])(O)(O)=O.[Na+].[CH2:12]([O:15][C:16]1[C:17]([CH:48]=[O:49])=[C:18]([CH:41]=[CH:42][C:43]=1[C:44]([F:47])([F:46])[F:45])[CH2:19][O:20][C:21]1[CH:26]=[CH:25][C:24]([C:27]2[CH:32]=[CH:31][C:30]([CH2:33][C:34]([O:36][CH2:37][CH:38]=[CH2:39])=[O:35])=[C:29]([F:40])[CH:28]=2)=[CH:23][CH:22]=1)[CH:13]=[CH2:14].[CH3:50][C:51](=[CH:53]C)[CH3:52].S([O-])([O-])(=[O:57])=S.[Na+].[Na+].Cl.CC(C)=C.S(=O)(=O)(O)O.C(=O)([O-])O.[Na+]. (3) Given the product [Cl:3][C:4]1[CH:5]=[C:6]([C:10]2[C:19]3[C:14](=[CH:15][CH:16]=[C:17]([C:20]([OH:27])([C:28]4[CH:29]=[CH:30][C:33]([CH2:32][OH:38])=[CH:34][CH:35]=4)[C:21]4[N:25]([CH3:26])[CH:24]=[N:23][CH:22]=4)[CH:18]=3)[N:13]([CH3:36])[C:12](=[O:37])[CH:11]=2)[CH:7]=[CH:8][CH:9]=1, predict the reactants needed to synthesize it. The reactants are: [BH4-].[Na+].[Cl:3][C:4]1[CH:5]=[C:6]([C:10]2[C:19]3[C:14](=[CH:15][CH:16]=[C:17]([C:20]([C:28]4[CH:35]=[CH:34][CH:33]=[CH:32][C:29]=4[CH:30]=O)([OH:27])[C:21]4[N:25]([CH3:26])[CH:24]=[N:23][CH:22]=4)[CH:18]=3)[N:13]([CH3:36])[C:12](=[O:37])[CH:11]=2)[CH:7]=[CH:8][CH:9]=1.[OH2:38]. (4) Given the product [C:45]([C:37]1[C:38]([NH:40][CH2:41][CH2:42][O:43][CH3:44])=[CH:39][C:34]([NH:33][C:31]([N:22]2[C:23]3[C:18](=[CH:17][C:16]([CH2:15][N:12]4[CH2:13][CH2:14][C@H:10]([OH:9])[C:11]4=[O:47])=[C:25]([CH:26]=[O:27])[N:24]=3)[CH2:19][CH2:20][CH2:21]2)=[O:32])=[N:35][CH:36]=1)#[N:46], predict the reactants needed to synthesize it. The reactants are: Cl.[Si]([O:9][C@H:10]1[CH2:14][CH2:13][N:12]([CH2:15][C:16]2[CH:17]=[C:18]3[C:23](=[N:24][C:25]=2[CH:26](OC)[O:27]C)[N:22]([C:31]([NH:33][C:34]2[CH:39]=[C:38]([NH:40][CH2:41][CH2:42][O:43][CH3:44])[C:37]([C:45]#[N:46])=[CH:36][N:35]=2)=[O:32])[CH2:21][CH2:20][CH2:19]3)[C:11]1=[O:47])(C(C)(C)C)(C)C.C([O-])(O)=O.[Na+].CCOC(C)=O. (5) Given the product [CH3:1][O:2][C:3]([C:5]1[CH:10]=[CH:9][C:8]([O:11][CH2:20][C:19]([F:33])([F:18])[C:29]([F:32])([F:31])[F:30])=[CH:7][N:6]=1)=[O:4], predict the reactants needed to synthesize it. The reactants are: [CH3:1][O:2][C:3]([C:5]1[CH:10]=[CH:9][C:8]([OH:11])=[CH:7][N:6]=1)=[O:4].C(=O)([O-])[O-].[K+].[K+].[F:18][C:19]([F:33])([C:29]([F:32])([F:31])[F:30])[CH2:20]OS(C(F)(F)F)(=O)=O. (6) The reactants are: [H-].[Na+].[Cl:3][C:4]1[CH:9]=[CH:8][C:7]([CH2:10][C:11]#[N:12])=[CH:6][C:5]=1[F:13].C1OCCOCCOCCOCCOC1.[Na+].[I-].Cl[CH2:32][CH2:33][N:34]([CH2:42][CH2:43]Cl)[C:35](=[O:41])[O:36][C:37]([CH3:40])([CH3:39])[CH3:38]. Given the product [Cl:3][C:4]1[CH:9]=[CH:8][C:7]([C:10]2([C:11]#[N:12])[CH2:43][CH2:42][N:34]([C:35]([O:36][C:37]([CH3:39])([CH3:38])[CH3:40])=[O:41])[CH2:33][CH2:32]2)=[CH:6][C:5]=1[F:13], predict the reactants needed to synthesize it.